From a dataset of NCI-60 drug combinations with 297,098 pairs across 59 cell lines. Regression. Given two drug SMILES strings and cell line genomic features, predict the synergy score measuring deviation from expected non-interaction effect. (1) Cell line: BT-549. Drug 1: CNC(=O)C1=CC=CC=C1SC2=CC3=C(C=C2)C(=NN3)C=CC4=CC=CC=N4. Synergy scores: CSS=23.1, Synergy_ZIP=5.83, Synergy_Bliss=13.1, Synergy_Loewe=8.81, Synergy_HSA=10.9. Drug 2: CC1=C(C(=CC=C1)Cl)NC(=O)C2=CN=C(S2)NC3=CC(=NC(=N3)C)N4CCN(CC4)CCO. (2) Drug 1: C1=CC(=C2C(=C1NCCNCCO)C(=O)C3=C(C=CC(=C3C2=O)O)O)NCCNCCO. Drug 2: CC(C)(C#N)C1=CC(=CC(=C1)CN2C=NC=N2)C(C)(C)C#N. Cell line: A549. Synergy scores: CSS=34.9, Synergy_ZIP=-1.98, Synergy_Bliss=-6.42, Synergy_Loewe=-23.0, Synergy_HSA=-5.70. (3) Drug 1: C1CCN(CC1)CCOC2=CC=C(C=C2)C(=O)C3=C(SC4=C3C=CC(=C4)O)C5=CC=C(C=C5)O. Drug 2: CNC(=O)C1=CC=CC=C1SC2=CC3=C(C=C2)C(=NN3)C=CC4=CC=CC=N4. Cell line: 786-0. Synergy scores: CSS=-0.141, Synergy_ZIP=0.921, Synergy_Bliss=2.81, Synergy_Loewe=1.53, Synergy_HSA=1.50. (4) Drug 1: CC(C1=C(C=CC(=C1Cl)F)Cl)OC2=C(N=CC(=C2)C3=CN(N=C3)C4CCNCC4)N. Drug 2: C1=NC2=C(N1)C(=S)N=C(N2)N. Cell line: MDA-MB-231. Synergy scores: CSS=28.9, Synergy_ZIP=-5.27, Synergy_Bliss=-0.283, Synergy_Loewe=0.247, Synergy_HSA=0.989. (5) Drug 1: CNC(=O)C1=CC=CC=C1SC2=CC3=C(C=C2)C(=NN3)C=CC4=CC=CC=N4. Drug 2: C1CCC(C1)C(CC#N)N2C=C(C=N2)C3=C4C=CNC4=NC=N3. Cell line: MDA-MB-435. Synergy scores: CSS=4.28, Synergy_ZIP=3.42, Synergy_Bliss=9.82, Synergy_Loewe=-1.38, Synergy_HSA=3.70.